From a dataset of Full USPTO retrosynthesis dataset with 1.9M reactions from patents (1976-2016). Predict the reactants needed to synthesize the given product. (1) Given the product [Br:7][C:8]1[CH:9]=[C:10]([CH:13]2[O:17][CH2:16][CH2:15][O:14]2)[S:11][CH:12]=1, predict the reactants needed to synthesize it. The reactants are: C1C=CC=CC=1.[Br:7][C:8]1[CH:9]=[C:10]([CH:13]=[O:14])[S:11][CH:12]=1.[CH2:15](O)[CH2:16][OH:17].O.C1(C)C=CC(S(O)(=O)=O)=CC=1. (2) Given the product [CH3:17][O:16][C:14]([C:13]1[N:9]([CH:7]([CH3:8])[C:6]([OH:18])=[O:5])[N:10]=[N:11][CH:12]=1)=[O:15], predict the reactants needed to synthesize it. The reactants are: C([O:5][C:6](=[O:18])[CH:7]([N:9]1[C:13]([C:14]([O:16][CH3:17])=[O:15])=[CH:12][N:11]=[N:10]1)[CH3:8])(C)(C)C.Cl. (3) The reactants are: [CH:1]12[O:10][CH:7]([CH2:8][CH2:9]1)[CH:6]1[CH:2]2[C:3](=O)[NH:4][C:5]1=O.[H-].[Al+3].[Li+].[H-].[H-].[H-].[Cl-].[Na+]. Given the product [CH:7]12[O:10][CH:1]([CH2:9][CH2:8]1)[CH:2]1[CH:6]2[CH2:5][NH:4][CH2:3]1, predict the reactants needed to synthesize it. (4) Given the product [Cl:28][C:23]1[C:22]([F:29])=[C:21]([NH:20][C:11]2[C:10]3[C:15](=[CH:16][C:17]([O:18][CH3:19])=[C:8]([NH:7][C:5](=[O:6])/[CH:4]=[CH:3]/[CH2:2][N:38]4[CH2:37][C@H:36]5[O:31][CH2:32][CH2:33][O:34][C@H:35]5[CH2:39]4)[CH:9]=3)[N:14]=[CH:13][N:12]=2)[CH:26]=[CH:25][C:24]=1[Cl:27], predict the reactants needed to synthesize it. The reactants are: Br[CH2:2]/[CH:3]=[CH:4]/[C:5]([NH:7][C:8]1[CH:9]=[C:10]2[C:15](=[CH:16][C:17]=1[O:18][CH3:19])[N:14]=[CH:13][N:12]=[C:11]2[NH:20][C:21]1[CH:26]=[CH:25][C:24]([Cl:27])=[C:23]([Cl:28])[C:22]=1[F:29])=[O:6].Cl.[O:31]1[C@H:36]2[CH2:37][NH:38][CH2:39][C@H:35]2[O:34][CH2:33][CH2:32]1.CCN(C(C)C)C(C)C. (5) Given the product [CH3:32][N:22]([CH2:21][C@:9]1([C:3]2[CH:8]=[CH:7][CH:6]=[CH:5][CH:4]=2)[CH2:11][C@H:10]1[CH2:12][O:13][CH2:14][C:15]1[CH:16]=[CH:17][CH:18]=[CH:19][CH:20]=1)[S:23]([C:26]1[CH:31]=[CH:30][CH:29]=[CH:28][CH:27]=1)(=[O:25])=[O:24], predict the reactants needed to synthesize it. The reactants are: IC.[C:3]1([C@@:9]2([CH2:21][NH:22][S:23]([C:26]3[CH:31]=[CH:30][CH:29]=[CH:28][CH:27]=3)(=[O:25])=[O:24])[CH2:11][C@H:10]2[CH2:12][O:13][CH2:14][C:15]2[CH:20]=[CH:19][CH:18]=[CH:17][CH:16]=2)[CH:8]=[CH:7][CH:6]=[CH:5][CH:4]=1.[C:32](=O)([O-])[O-].[K+].[K+]. (6) Given the product [NH2:1][C:2]1[N:7]=[C:6]([NH:30][CH:27]2[CH2:29][CH2:28]2)[C:5]([C:11]2[CH:12]=[CH:13][C:14](=[O:20])[N:15]([CH:17]([CH3:19])[CH3:18])[N:16]=2)=[C:4]([C:21]2[CH:26]=[CH:25][CH:24]=[CH:23][CH:22]=2)[N:3]=1, predict the reactants needed to synthesize it. The reactants are: [NH2:1][C:2]1[N:7]=[C:6](S(C)=O)[C:5]([C:11]2[CH:12]=[CH:13][C:14](=[O:20])[N:15]([CH:17]([CH3:19])[CH3:18])[N:16]=2)=[C:4]([C:21]2[CH:26]=[CH:25][CH:24]=[CH:23][CH:22]=2)[N:3]=1.[CH:27]1([NH2:30])[CH2:29][CH2:28]1. (7) Given the product [F:40][C:34]1[CH:35]=[CH:36][C:37]([F:39])=[CH:38][C:33]=1[CH2:32][NH:31][C:29]([N:26]1[CH2:27][CH2:28][CH:23]([NH:22][C:21]2[CH:41]=[CH:42][C:18]([CH2:17][CH2:16][NH:15][CH2:14][C@H:13]([OH:43])[CH2:12][O:11][C:10]3[CH:9]=[CH:8][C:7]([OH:6])=[CH:45][CH:44]=3)=[CH:19][CH:20]=2)[CH2:24][CH2:25]1)=[O:30], predict the reactants needed to synthesize it. The reactants are: C([Si](C1C=CC=CC=1)(C1C=CC=CC=1)[O:6][C:7]1[CH:45]=[CH:44][C:10]([O:11][CH2:12][C@@H:13]([OH:43])[CH2:14][NH:15][CH2:16][CH2:17][C:18]2[CH:42]=[CH:41][C:21]([NH:22][CH:23]3[CH2:28][CH2:27][N:26]([C:29]([NH:31][CH2:32][C:33]4[CH:38]=[C:37]([F:39])[CH:36]=[CH:35][C:34]=4[F:40])=[O:30])[CH2:25][CH2:24]3)=[CH:20][CH:19]=2)=[CH:9][CH:8]=1)(C)(C)C. (8) The reactants are: C(OC([N:8]([C:16]1[C:21]([C:22]2[O:23][C:24]([C:27]3[CH:32]=[CH:31][CH:30]=[CH:29][CH:28]=3)=[N:25][N:26]=2)=[N:20][C:19]([CH:33]=[CH2:34])=[CH:18][N:17]=1)C(=O)OC(C)(C)C)=O)(C)(C)C.C(O)(C(F)(F)F)=O. Given the product [C:27]1([C:24]2[O:23][C:22]([C:21]3[C:16]([NH2:8])=[N:17][CH:18]=[C:19]([CH:33]=[CH2:34])[N:20]=3)=[N:26][N:25]=2)[CH:28]=[CH:29][CH:30]=[CH:31][CH:32]=1, predict the reactants needed to synthesize it. (9) Given the product [C:1]12([O:11][CH2:12][CH2:13][O:14][CH2:15][CH2:16][O:17][CH2:18][CH2:19][O:20][CH2:21][CH2:22][O:23][CH2:24][CH2:25][NH2:26])[CH2:10][CH:5]3[CH2:4][CH:3]([CH2:9][CH:7]([CH2:6]3)[CH2:8]1)[CH2:2]2, predict the reactants needed to synthesize it. The reactants are: [C:1]12([O:11][CH2:12][CH2:13][O:14][CH2:15][CH2:16][O:17][CH2:18][CH2:19][O:20][CH2:21][CH2:22][O:23][CH2:24][CH2:25][N:26]=[N+]=[N-])[CH2:10][CH:5]3[CH2:6][CH:7]([CH2:9][CH:3]([CH2:4]3)[CH2:2]1)[CH2:8]2.C1(P(C2C=CC=CC=2)C2C=CC=CC=2)C=CC=CC=1.O.